This data is from Catalyst prediction with 721,799 reactions and 888 catalyst types from USPTO. The task is: Predict which catalyst facilitates the given reaction. (1) Reactant: [CH:1]([C:3]1[C:4]([OH:27])=[C:5]([O:25][CH3:26])[CH:6]=[C:7]2[C:12]=1[O:11][C:10](=[O:13])[C:9]([CH2:14][C:15]([NH:17][CH2:18][CH2:19][O:20]COC)=[O:16])=[C:8]2[CH3:24])=[O:2].Cl. Product: [CH:1]([C:3]1[C:4]([OH:27])=[C:5]([O:25][CH3:26])[CH:6]=[C:7]2[C:12]=1[O:11][C:10](=[O:13])[C:9]([CH2:14][C:15]([NH:17][CH2:18][CH2:19][OH:20])=[O:16])=[C:8]2[CH3:24])=[O:2]. The catalyst class is: 22. (2) Product: [CH3:18][C:20]1[C:29]([CH3:30])=[C:28]([O:31][C:32]([CH:34]2[CH2:35][CH2:36]2)=[O:33])[C:27]2[C:22](=[CH:23][C:24]([F:38])=[C:25]([F:37])[CH:26]=2)[N:21]=1.[CH3:39][C:41]1[C:50]([CH3:51])=[C:49]([O:52][C:53]([CH:55]2[CH2:56][CH2:57]2)=[O:54])[C:48]2[C:43](=[CH:44][CH:45]=[C:46]([F:59])[C:47]=2[F:58])[N:42]=1. The catalyst class is: 30. Reactant: [H-].[Na+].CC1C(C)=C(O)C2C(=CC(F)=C(F)C=2)N=1.[CH2:18]([C:20]1[C:29]([CH3:30])=[C:28]([O:31][C:32]([CH:34]2[CH2:36][CH2:35]2)=[O:33])[C:27]2[C:22](=[CH:23][C:24]([F:38])=[C:25]([F:37])[CH:26]=2)[N:21]=1)C.[CH2:39]([C:41]1[C:50]([CH3:51])=[C:49]([O:52][C:53]([CH:55]2[CH2:57][CH2:56]2)=[O:54])[C:48]2[C:43](=[CH:44][CH:45]=[C:46]([F:59])[C:47]=2[F:58])[N:42]=1)C. (3) Reactant: [CH3:1][O:2][CH2:3][C@@H:4]([O:6][C:7]1[CH:8]=[C:9]([CH:21]=[C:22]([C:24]2[NH:25][C:26]([C:29]3[O:30][C@@H:31]([CH2:34][O:35][Si](C(C)C)(C(C)C)C(C)C)[CH2:32][N:33]=3)=[CH:27][CH:28]=2)[CH:23]=1)[O:10][C:11]1[CH:12]=[CH:13][C:14]([S:17]([CH3:20])(=[O:19])=[O:18])=[N:15][CH:16]=1)[CH3:5].[F-].C([N+](CCCC)(CCCC)CCCC)CCC.[Cl-].[NH4+]. Product: [CH3:1][O:2][CH2:3][C@H:4]([CH3:5])[O:6][C:7]1[CH:23]=[C:22]([C:24]2[NH:25][C:26]([C:29]3[O:30][C@@H:31]([CH2:34][OH:35])[CH2:32][N:33]=3)=[CH:27][CH:28]=2)[CH:21]=[C:9]([O:10][C:11]2[CH:16]=[N:15][C:14]([S:17]([CH3:20])(=[O:18])=[O:19])=[CH:13][CH:12]=2)[CH:8]=1. The catalyst class is: 7. (4) Reactant: [F:1][C:2]1[CH:7]=[C:6]([Si:8]([CH3:11])([CH3:10])[CH3:9])[CH:5]=[CH:4][C:3]=1[OH:12].N1C=CC=CC=1.[F:19][C:20]([F:33])([F:32])[S:21](O[S:21]([C:20]([F:33])([F:32])[F:19])(=[O:23])=[O:22])(=[O:23])=[O:22].Cl. Product: [F:1][C:2]1[CH:7]=[C:6]([Si:8]([CH3:9])([CH3:11])[CH3:10])[CH:5]=[CH:4][C:3]=1[O:12][S:21]([C:20]([F:33])([F:32])[F:19])(=[O:23])=[O:22]. The catalyst class is: 2. (5) Reactant: C[O:2][C:3]1[CH:8]=[CH:7][N:6]=[CH:5][CH:4]=1.Cl[C:10]([O:12][CH2:13][C:14]1[CH:19]=[CH:18][CH:17]=[CH:16][CH:15]=1)=[O:11].[CH2:20]([Mg]Cl)[CH:21]=[CH2:22].Cl. Product: [C:10]([N:6]1[C:7]([CH2:22][CH:21]=[CH2:20])=[CH:8][C:3](=[O:2])[CH2:4][CH2:5]1)([O:12][CH2:13][C:14]1[CH:19]=[CH:18][CH:17]=[CH:16][CH:15]=1)=[O:11]. The catalyst class is: 11. (6) Reactant: Cl[CH2:2][CH2:3][CH2:4][CH2:5][O:6][C:7]1[CH:16]=[C:15]2[C:10]([C:11]([O:17][C:18]3[CH:23]=[CH:22][C:21]([CH3:24])=[CH:20][C:19]=3[C:25]([C:27]3[CH:32]=[CH:31][CH:30]=[CH:29][CH:28]=3)=[O:26])=[CH:12][CH:13]=[N:14]2)=[CH:9][C:8]=1[O:33][CH3:34].[NH:35]1[CH2:40][CH2:39][O:38][CH2:37][CH2:36]1.C(=O)([O-])[O-].[K+].[K+].O. Product: [CH3:24][C:21]1[CH:22]=[CH:23][C:18]([O:17][C:11]2[C:10]3[C:15](=[CH:16][C:7]([O:6][CH2:5][CH2:4][CH2:3][CH2:2][N:35]4[CH2:40][CH2:39][O:38][CH2:37][CH2:36]4)=[C:8]([O:33][CH3:34])[CH:9]=3)[N:14]=[CH:13][CH:12]=2)=[C:19]([C:25]([C:27]2[CH:32]=[CH:31][CH:30]=[CH:29][CH:28]=2)=[O:26])[CH:20]=1. The catalyst class is: 9.